Dataset: Catalyst prediction with 721,799 reactions and 888 catalyst types from USPTO. Task: Predict which catalyst facilitates the given reaction. Reactant: [CH3:1][N:2]1[CH2:7][CH2:6][C:5]([C:8]2[CH:16]=[C:15]3[C:11]([CH:12]=[CH:13][NH:14]3)=[CH:10][CH:9]=2)=[CH:4][CH2:3]1.[CH3:17][N:18]([CH3:22])[C:19](Cl)=[O:20].C[Si]([N-][Si](C)(C)C)(C)C.[Na+]. Product: [CH3:17][N:18]([CH3:22])[C:19]([N:14]1[C:15]2[C:11](=[CH:10][CH:9]=[C:8]([C:5]3[CH2:6][CH2:7][N:2]([CH3:1])[CH2:3][CH:4]=3)[CH:16]=2)[CH:12]=[CH:13]1)=[O:20]. The catalyst class is: 1.